From a dataset of Full USPTO retrosynthesis dataset with 1.9M reactions from patents (1976-2016). Predict the reactants needed to synthesize the given product. (1) Given the product [Cl:14][C:11]1[CH:10]=[CH:9][C:8]([C:5]2[CH:6]=[CH:7][C:2]3[NH:1][C:29](=[O:31])[CH:17]4[CH2:18][NH:19][CH2:20][CH2:21][N:16]4[CH2:15][C:3]=3[CH:4]=2)=[CH:13][CH:12]=1, predict the reactants needed to synthesize it. The reactants are: [NH2:1][C:2]1[CH:7]=[CH:6][C:5]([C:8]2[CH:13]=[CH:12][C:11]([Cl:14])=[CH:10][CH:9]=2)=[CH:4][C:3]=1[CH2:15][N:16]1[CH2:21][CH2:20][N:19](C(OC(C)(C)C)=O)[CH2:18][CH:17]1[C:29]([O:31]C)=O.Cl.C(O)(C)C. (2) Given the product [CH2:12]([O:8][C:5]1[CH:6]=[CH:7][C:2]([Br:1])=[C:3]([CH3:9])[CH:4]=1)[CH:11]=[CH2:10], predict the reactants needed to synthesize it. The reactants are: [Br:1][C:2]1[CH:7]=[CH:6][C:5]([OH:8])=[CH:4][C:3]=1[CH3:9].[CH2:10](Cl)[CH:11]=[CH2:12].